Dataset: Full USPTO retrosynthesis dataset with 1.9M reactions from patents (1976-2016). Task: Predict the reactants needed to synthesize the given product. (1) Given the product [I:14][C:15]1[CH:16]=[C:17]([CH:21]=[CH:22][C:23]=1[CH3:24])[C:18]#[N:20], predict the reactants needed to synthesize it. The reactants are: FC(F)(F)C(OC(=O)C(F)(F)F)=O.[I:14][C:15]1[CH:16]=[C:17]([CH:21]=[CH:22][C:23]=1[CH3:24])[C:18]([NH2:20])=O.C(N(CC)CC)C.C(=O)([O-])[O-].[K+].[K+]. (2) Given the product [N:11]1([C:2]2[CH:10]=[CH:9][C:5]([C:6]([OH:8])=[O:7])=[CH:4][N:3]=2)[CH2:16][CH2:15][O:14][CH2:13][CH2:12]1, predict the reactants needed to synthesize it. The reactants are: Cl[C:2]1[CH:10]=[CH:9][C:5]([C:6]([OH:8])=[O:7])=[CH:4][N:3]=1.[NH:11]1[CH2:16][CH2:15][O:14][CH2:13][CH2:12]1.